Task: Predict the product of the given reaction.. Dataset: Forward reaction prediction with 1.9M reactions from USPTO patents (1976-2016) Given the reactants [CH2:1]([O:3][CH2:4][CH:5]([NH:18]C(=O)OC(C)(C)C)[CH2:6][NH:7][C:8](=[O:17])[O:9][CH2:10][C:11]1[CH:16]=[CH:15][CH:14]=[CH:13][CH:12]=1)[CH3:2].Cl, predict the reaction product. The product is: [NH2:18][CH:5]([CH2:4][O:3][CH2:1][CH3:2])[CH2:6][NH:7][C:8](=[O:17])[O:9][CH2:10][C:11]1[CH:16]=[CH:15][CH:14]=[CH:13][CH:12]=1.